From a dataset of Forward reaction prediction with 1.9M reactions from USPTO patents (1976-2016). Predict the product of the given reaction. (1) Given the reactants [CH:1]1([C:4]([N:6]2[CH2:10][CH2:9][C@@H:8]([CH2:11][NH:12][C:13]3[CH:20]=[CH:19][C:16]([C:17]#[N:18])=[CH:15][C:14]=3[N+:21]([O-])=O)[CH2:7]2)=[O:5])[CH2:3][CH2:2]1, predict the reaction product. The product is: [NH2:21][C:14]1[CH:15]=[C:16]([CH:19]=[CH:20][C:13]=1[NH:12][CH2:11][C@@H:8]1[CH2:9][CH2:10][N:6]([C:4]([CH:1]2[CH2:3][CH2:2]2)=[O:5])[CH2:7]1)[C:17]#[N:18]. (2) Given the reactants [F-].C([N+](CCCC)(CCCC)CCCC)CCC.[Si]([O:26][CH2:27][C:28]1([CH2:32][N:33]2[C:37]3[N:38]=[CH:39][N:40]=[CH:41][C:36]=3[C:35]([C:42]([C:44]3[CH:49]=[CH:48][N:47]=[C:46]([NH:50][C:51](=[O:60])[CH2:52][C:53]4[CH:58]=[CH:57][C:56]([Cl:59])=[CH:55][CH:54]=4)[CH:45]=3)=[O:43])=[CH:34]2)[CH2:31][O:30][CH2:29]1)(C(C)(C)C)(C)C.O, predict the reaction product. The product is: [Cl:59][C:56]1[CH:57]=[CH:58][C:53]([CH2:52][C:51]([NH:50][C:46]2[CH:45]=[C:44]([C:42]([C:35]3[C:36]4[CH:41]=[N:40][CH:39]=[N:38][C:37]=4[N:33]([CH2:32][C:28]4([CH2:27][OH:26])[CH2:31][O:30][CH2:29]4)[CH:34]=3)=[O:43])[CH:49]=[CH:48][N:47]=2)=[O:60])=[CH:54][CH:55]=1. (3) The product is: [CH3:1][O:2][C:3](=[O:14])[C:4]1[CH:9]=[C:8]([CH2:10][Br:15])[CH:7]=[CH:6][C:5]=1[N+:11]([O-:13])=[O:12]. Given the reactants [CH3:1][O:2][C:3](=[O:14])[C:4]1[CH:9]=[C:8]([CH3:10])[CH:7]=[CH:6][C:5]=1[N+:11]([O-:13])=[O:12].[Br:15]N1C(=O)CCC1=O.C(OOC(=O)C1C=CC=CC=1)(=O)C1C=CC=CC=1, predict the reaction product. (4) Given the reactants [Cl:1][C:2]1[CH:36]=[CH:35][C:5]([CH2:6][C@@H:7]2[C@@H:15]([CH:16]3[CH2:20][CH2:19][CH2:18][CH2:17]3)[C@H:14]([CH3:21])[O:13][C:12](=[O:22])[C@@H:11]([NH:23][C:24](=[O:34])[C:25]3[C:30]([OH:31])=[C:29]([O:32][CH3:33])[CH:28]=[CH:27][N:26]=3)[CH2:10][O:9][CH2:8]2)=[CH:4][CH:3]=1.C([O-])([O-])=O.[Na+].[Na+].[Na+].[I-].[CH2:45]([O:47][CH2:48][C:49]([O:51][CH2:52]Cl)=[O:50])[CH3:46], predict the reaction product. The product is: [CH2:45]([O:47][CH2:48][C:49]([O:51][CH2:52][O:31][C:30]1[C:25]([C:24](=[O:34])[NH:23][C@H:11]2[CH2:10][O:9][CH2:8][C@H:7]([CH2:6][C:5]3[CH:4]=[CH:3][C:2]([Cl:1])=[CH:36][CH:35]=3)[C@@H:15]([CH:16]3[CH2:20][CH2:19][CH2:18][CH2:17]3)[C@H:14]([CH3:21])[O:13][C:12]2=[O:22])=[N:26][CH:27]=[CH:28][C:29]=1[O:32][CH3:33])=[O:50])[CH3:46]. (5) Given the reactants [F-].[K+].CN1CCCC1.[F:9][C:10]([Si](C)(C)C)([F:12])[F:11].[Cl:17][C:18]1[CH:23]=[C:22](I)[C:21]([Cl:25])=[CH:20][N:19]=1.N, predict the reaction product. The product is: [Cl:17][C:18]1[CH:23]=[C:22]([C:10]([F:12])([F:11])[F:9])[C:21]([Cl:25])=[CH:20][N:19]=1. (6) Given the reactants [CH2:1]1[C:9]2[C:4](=[CH:5][CH:6]=[CH:7][CH:8]=2)[C:3]([C:10]([C:16]2[CH:21]=[CH:20][CH:19]=[CH:18][N:17]=2)([CH3:15])[CH2:11][CH2:12][CH:13]=[CH2:14])=[CH:2]1.C([Li])CCC.CCCCCC.O1CCCC1.O1CCCC1.O1CCCC1.[Cl-:48].[Cl-].[Cl-].[Cr+3:51], predict the reaction product. The product is: [Cl-:48].[Cl-:48].[N:17]1[CH:18]=[CH:19][CH:20]=[CH:21][C:16]=1[C:10]([C:3]1[C:4]2[C:9](=[CH:8][CH:7]=[CH:6][CH:5]=2)[CH:1]([Cr+2:51])[CH:2]=1)([CH3:15])[CH2:11][CH2:12][CH:13]=[CH2:14]. (7) Given the reactants [N:1]1[CH:2]=[C:3]([C:10](=[O:12])[CH3:11])[N:4]2[CH:9]=[CH:8][CH:7]=[CH:6][C:5]=12, predict the reaction product. The product is: [CH3:3][N:4]([CH3:9])/[CH:5]=[CH:11]/[C:10]([C:3]1[N:4]2[CH:9]=[CH:8][CH:7]=[CH:6][C:5]2=[N:1][CH:2]=1)=[O:12].